This data is from Reaction yield outcomes from USPTO patents with 853,638 reactions. The task is: Predict the reaction yield, written as a fraction of the theoretical maximum amount of product (1.0 means a 100% yield; for example, 0.34 means a 34% yield). (1) The reactants are [NH2:1][C:2]1[CH2:6][CH2:5][C@@H:4]([CH3:7])[C:3]=1[C:8]([O:10]CC)=O.C([O-])=O.[NH4+].[CH:17]([NH2:19])=O. No catalyst specified. The product is [CH3:7][C@H:4]1[C:3]2[C:8]([OH:10])=[N:19][CH:17]=[N:1][C:2]=2[CH2:6][CH2:5]1. The yield is 0.650. (2) The reactants are [Li].N.[Li].N.[CH3:5][C@H:6]1[CH2:23][C@@:21]2([CH3:22])[C@@H:17]([CH2:18][CH2:19][C@@H:20]2[OH:24])[C@H:16]2[C:7]1=[C:8]1[C:13]([CH2:14][CH2:15]2)=[CH:12][CH2:11][CH2:10][CH2:9]1.[Cl-].[NH4+].C([OH:31])(C)(C)C. The catalyst is C1COCC1. The product is [CH3:5][C@H:6]1[CH2:23][C@@:21]2([CH3:22])[C@@H:17]([CH2:18][CH2:19][C@@H:20]2[OH:24])[C@H:16]2[C@H:7]1[C:8]1[CH2:9][CH2:10][C:11](=[O:31])[CH2:12][C:13]=1[CH2:14][CH2:15]2. The yield is 1.00.